Dataset: Forward reaction prediction with 1.9M reactions from USPTO patents (1976-2016). Task: Predict the product of the given reaction. (1) The product is: [C:24]1([C:21]2[N:19]3[N:20]=[C:15]([NH:14][CH2:11][CH2:38][CH2:39][N:40]4[CH2:43][CH2:44][CH2:42][CH2:41]4)[CH:16]=[CH:17][C:18]3=[N:23][CH:22]=2)[CH:25]=[CH:26][CH:32]=[CH:28][CH:29]=1. Given the reactants C(OC(N1CC[CH:11]([NH:14][C:15]2[CH:16]=[CH:17][C:18]3[N:19]([C:21]([C:24]4[CH:29]=[CH:28]N=[C:26](OC)[CH:25]=4)=[CH:22][N:23]=3)[N:20]=2)CC1)=O)(C)(C)C.[CH2:32]1COCC1.Cl.[CH3:38][CH2:39][N:40]([CH2:43][CH3:44])[CH2:41][CH3:42], predict the reaction product. (2) The product is: [Cl:30][C:31]1[CH:39]=[CH:38][CH:37]=[C:36]([F:40])[C:32]=1[C:33]([NH:1][C:2]1[CH:23]=[CH:22][C:5]2[O:6][C@@H:7]([CH2:20][OH:21])[CH2:8][N:9]([S:10]([C:13]3[CH:14]=[CH:15][C:16]([F:19])=[CH:17][CH:18]=3)(=[O:11])=[O:12])[C:4]=2[CH:3]=1)=[O:34]. Given the reactants [NH2:1][C:2]1[CH:23]=[CH:22][C:5]2[O:6][C@@H:7]([CH2:20][OH:21])[CH2:8][N:9]([S:10]([C:13]3[CH:18]=[CH:17][C:16]([F:19])=[CH:15][CH:14]=3)(=[O:12])=[O:11])[C:4]=2[CH:3]=1.N1C=CC=CC=1.[Cl:30][C:31]1[CH:39]=[CH:38][CH:37]=[C:36]([F:40])[C:32]=1[C:33](Cl)=[O:34], predict the reaction product. (3) Given the reactants [CH3:1][C@@H:2]1[N:13]([CH3:14])[C:12](=[O:15])[C@H:11]([NH:16]C(=O)OC(C)(C)C)[CH2:10][CH:9]=[CH:8][CH2:7][CH2:6][C:5](=[O:24])[O:4][C@H:3]1[C:25]1[CH:30]=[CH:29][CH:28]=[CH:27][CH:26]=1.FC(F)(F)C(O)=O, predict the reaction product. The product is: [NH2:16][C@@H:11]1[CH2:10][CH:9]=[CH:8][CH2:7][CH2:6][C:5](=[O:24])[O:4][C@@H:3]([C:25]2[CH:30]=[CH:29][CH:28]=[CH:27][CH:26]=2)[C@H:2]([CH3:1])[N:13]([CH3:14])[C:12]1=[O:15]. (4) The product is: [Si:3]([O:10][CH2:11][C:12]1[CH:13]=[C:14]([C:18]2[N:23]=[C:22]([C:24]([OH:26])=[O:25])[C:21]([CH3:28])=[CH:20][CH:19]=2)[CH:15]=[CH:16][CH:17]=1)([C:6]([CH3:9])([CH3:8])[CH3:7])([CH3:4])[CH3:5]. Given the reactants [Li+].[OH-].[Si:3]([O:10][CH2:11][C:12]1[CH:13]=[C:14]([C:18]2[N:23]=[C:22]([C:24]([O:26]C)=[O:25])[C:21]([CH3:28])=[CH:20][CH:19]=2)[CH:15]=[CH:16][CH:17]=1)([C:6]([CH3:9])([CH3:8])[CH3:7])([CH3:5])[CH3:4], predict the reaction product. (5) Given the reactants C(O[C:9]1[CH:10]=[C:11]2[C:16](=[CH:17][CH:18]=1)[O:15][C:14]([CH2:24][CH3:25])([C:19]([O:21]CC)=[O:20])[CH2:13][CH2:12]2)C1C=CC=CC=1.[OH-:26].[Na+], predict the reaction product. The product is: [CH2:12]([O:26][C:18]1[CH:17]=[C:16]2[C:11]([CH2:12][CH2:13][C:14]([CH2:24][CH3:25])([C:19]([OH:21])=[O:20])[O:15]2)=[CH:10][CH:9]=1)[C:11]1[CH:16]=[CH:17][CH:18]=[CH:9][CH:10]=1. (6) Given the reactants [CH2:1]([NH:3][C:4](=[O:30])[C:5]1[CH:10]=[CH:9][C:8]([CH3:11])=[C:7]([N:12]2[C:21](=[O:22])[C:20]3[C:15](=[CH:16][CH:17]=[C:18](/C=C/C(NCC)=O)[CH:19]=3)[N:14]=[CH:13]2)[CH:6]=1)[CH3:2].I([O-])(=O)(=O)=O.[Na+].[C:37]([OH:41])(C)(C)C, predict the reaction product. The product is: [CH2:1]([NH:3][C:4](=[O:30])[C:5]1[CH:10]=[CH:9][C:8]([CH3:11])=[C:7]([N:12]2[C:21](=[O:22])[C:20]3[C:15](=[CH:16][CH:17]=[C:18]([CH:37]=[O:41])[CH:19]=3)[N:14]=[CH:13]2)[CH:6]=1)[CH3:2]. (7) Given the reactants [I:1][C:2]1[S:10][C:9]2[C:8]([C:11]#[N:12])=[CH:7][NH:6][C:5](=O)[C:4]=2[CH:3]=1.O=P(Cl)(Cl)[Cl:16], predict the reaction product. The product is: [Cl:16][C:5]1[C:4]2[CH:3]=[C:2]([I:1])[S:10][C:9]=2[C:8]([C:11]#[N:12])=[CH:7][N:6]=1. (8) Given the reactants Cl[C:2]1[C:11]([CH:12]=[O:13])=[CH:10][C:9]2[C:4](=[CH:5][C:6]([F:14])=[CH:7][CH:8]=2)[N:3]=1.[C:15]1(B(O)O)[CH:20]=[CH:19][CH:18]=[CH:17][CH:16]=1.C([O-])([O-])=O.[Na+].[Na+].CCOC(C)=O, predict the reaction product. The product is: [F:14][C:6]1[CH:5]=[C:4]2[C:9]([CH:10]=[C:11]([CH:12]=[O:13])[C:2]([C:15]3[CH:20]=[CH:19][CH:18]=[CH:17][CH:16]=3)=[N:3]2)=[CH:8][CH:7]=1.